This data is from CYP2C19 inhibition data for predicting drug metabolism from PubChem BioAssay. The task is: Regression/Classification. Given a drug SMILES string, predict its absorption, distribution, metabolism, or excretion properties. Task type varies by dataset: regression for continuous measurements (e.g., permeability, clearance, half-life) or binary classification for categorical outcomes (e.g., BBB penetration, CYP inhibition). Dataset: cyp2c19_veith. (1) The molecule is Cc1noc(C)c1-c1nccc(N2CCN(C)CC2)n1. The result is 0 (non-inhibitor). (2) The molecule is C=C/C(C)=C/[C@]1(C)SC(=O)C(C)=C1O. The result is 0 (non-inhibitor). (3) The drug is Br.COc1ccc(C2=CSC(/N=C/c3ccc(F)cc3)=NN2)cc1. The result is 1 (inhibitor). (4) The molecule is NC[C@@H]1O[C@@H](O[C@H]2[C@H](O)[C@H](O[C@@H]3O[C@H](CO)[C@@H](O)[C@H](N)[C@@H]3O)[C@@H](N)C[C@H]2N)[C@H](N)C[C@@H]1O. The result is 0 (non-inhibitor). (5) The compound is CCc1ccccc1NC(=O)C(C)n1nc([N+](=O)[O-])c(Br)c1C. The result is 1 (inhibitor). (6) The drug is Cc1ccc(C(=O)c2ccccc2C(=O)O)s1. The result is 0 (non-inhibitor). (7) The compound is Cc1ccc(/C=N\NC(=O)c2cc(OCC(F)(F)F)ccc2OCC(F)(F)F)cc1. The result is 0 (non-inhibitor). (8) The molecule is O=C(O)c1ccc(Oc2nc3ccccc3s2)cc1. The result is 1 (inhibitor). (9) The drug is COC(=O)c1sccc1NC(=O)c1cc(-c2cc(C)ccc2C)nc2ccccc12. The result is 1 (inhibitor). (10) The molecule is Cc1cccc(CNc2ncncc2-c2cccc(C#N)c2)c1. The result is 1 (inhibitor).